This data is from Full USPTO retrosynthesis dataset with 1.9M reactions from patents (1976-2016). The task is: Predict the reactants needed to synthesize the given product. (1) Given the product [CH3:3][C:4]1([CH3:23])[C:12]2[C:7](=[CH:8][CH:9]=[C:10]([O:13][C:14]3[CH:21]=[CH:20][C:17]([C:18]([NH2:19])=[O:25])=[CH:16][N:15]=3)[CH:11]=2)[C:6](=[O:22])[CH2:5]1, predict the reactants needed to synthesize it. The reactants are: OO.[CH3:3][C:4]1([CH3:23])[C:12]2[C:7](=[CH:8][CH:9]=[C:10]([O:13][C:14]3[CH:21]=[CH:20][C:17]([C:18]#[N:19])=[CH:16][N:15]=3)[CH:11]=2)[C:6](=[O:22])[CH2:5]1.C([O-])([O-])=[O:25].[K+].[K+].CS(C)=O. (2) Given the product [CH3:14][C:11]1[C:12]2[CH2:13][C:2]([CH3:1])=[CH:3][C:4]=2[C:5]([CH3:15])=[C:6]2[C:10]=1[CH2:9][CH2:8][CH2:7]2, predict the reactants needed to synthesize it. The reactants are: [CH3:1][CH:2]1[CH2:13][C:12]2[C:4](=[C:5]([CH3:15])[C:6]3[CH2:7][CH2:8][CH2:9][C:10]=3[C:11]=2[CH3:14])[C:3]1=O.[BH4-].[Na+].CO.CC1C=CC(S(O)(=O)=O)=CC=1. (3) Given the product [C:6]([C:5]1[CH:8]=[CH:9][C:2]([NH:14][C@H:15]([C@@H:16]([OH:17])[CH3:18])[C:19]([OH:21])=[O:20])=[CH:3][C:4]=1[C:10]([F:13])([F:12])[F:11])#[N:7], predict the reactants needed to synthesize it. The reactants are: F[C:2]1[CH:9]=[CH:8][C:5]([C:6]#[N:7])=[C:4]([C:10]([F:13])([F:12])[F:11])[CH:3]=1.[NH2:14][C@@H:15]([C:19]([OH:21])=[O:20])[C@H:16]([CH3:18])[OH:17].C([O-])([O-])=O.[K+].[K+].C(O)(=O)CC(CC(O)=O)(C(O)=O)O. (4) Given the product [CH3:1][C:2]1[CH:7]=[CH:6][C:5]([CH3:8])=[CH:4][C:3]=1[NH:9][C:10]1[N:15]2[N:16]=[CH:17][C:18]([C:19]([NH:44][S:41]([CH2:39][CH3:40])(=[O:43])=[O:42])=[O:21])=[C:14]2[N:13]=[CH:12][C:11]=1[C:22]([N:24]1[CH2:25][CH2:26][C:27]2([C:37]3[C:32](=[CH:33][CH:34]=[CH:35][CH:36]=3)[CH:31]=[C:30]2[CH3:38])[CH2:28][CH2:29]1)=[O:23], predict the reactants needed to synthesize it. The reactants are: [CH3:1][C:2]1[CH:7]=[CH:6][C:5]([CH3:8])=[CH:4][C:3]=1[NH:9][C:10]1[N:15]2[N:16]=[CH:17][C:18]([C:19]([OH:21])=O)=[C:14]2[N:13]=[CH:12][C:11]=1[C:22]([N:24]1[CH2:29][CH2:28][C:27]2([C:37]3[C:32](=[CH:33][CH:34]=[CH:35][CH:36]=3)[CH:31]=[C:30]2[CH3:38])[CH2:26][CH2:25]1)=[O:23].[CH2:39]([S:41]([NH2:44])(=[O:43])=[O:42])[CH3:40].